Dataset: NCI-60 drug combinations with 297,098 pairs across 59 cell lines. Task: Regression. Given two drug SMILES strings and cell line genomic features, predict the synergy score measuring deviation from expected non-interaction effect. (1) Drug 1: CC12CCC3C(C1CCC2=O)CC(=C)C4=CC(=O)C=CC34C. Drug 2: CC1=C(C(=CC=C1)Cl)NC(=O)C2=CN=C(S2)NC3=CC(=NC(=N3)C)N4CCN(CC4)CCO. Cell line: SN12C. Synergy scores: CSS=49.9, Synergy_ZIP=-4.73, Synergy_Bliss=-0.287, Synergy_Loewe=1.16, Synergy_HSA=2.02. (2) Drug 1: CC1=C(N=C(N=C1N)C(CC(=O)N)NCC(C(=O)N)N)C(=O)NC(C(C2=CN=CN2)OC3C(C(C(C(O3)CO)O)O)OC4C(C(C(C(O4)CO)O)OC(=O)N)O)C(=O)NC(C)C(C(C)C(=O)NC(C(C)O)C(=O)NCCC5=NC(=CS5)C6=NC(=CS6)C(=O)NCCC[S+](C)C)O. Drug 2: C#CCC(CC1=CN=C2C(=N1)C(=NC(=N2)N)N)C3=CC=C(C=C3)C(=O)NC(CCC(=O)O)C(=O)O. Cell line: RXF 393. Synergy scores: CSS=9.31, Synergy_ZIP=-2.44, Synergy_Bliss=1.43, Synergy_Loewe=0.731, Synergy_HSA=0.957. (3) Drug 1: CS(=O)(=O)CCNCC1=CC=C(O1)C2=CC3=C(C=C2)N=CN=C3NC4=CC(=C(C=C4)OCC5=CC(=CC=C5)F)Cl. Drug 2: CCN(CC)CCCC(C)NC1=C2C=C(C=CC2=NC3=C1C=CC(=C3)Cl)OC. Cell line: OVCAR-4. Synergy scores: CSS=3.03, Synergy_ZIP=-3.68, Synergy_Bliss=-5.04, Synergy_Loewe=-10.9, Synergy_HSA=-7.16. (4) Cell line: NCIH23. Drug 1: C1C(C(OC1N2C=NC3=C(N=C(N=C32)Cl)N)CO)O. Synergy scores: CSS=62.9, Synergy_ZIP=-2.16, Synergy_Bliss=-2.54, Synergy_Loewe=-6.40, Synergy_HSA=-0.126. Drug 2: CN(CCCl)CCCl.Cl. (5) Drug 1: CCC1(CC2CC(C3=C(CCN(C2)C1)C4=CC=CC=C4N3)(C5=C(C=C6C(=C5)C78CCN9C7C(C=CC9)(C(C(C8N6C)(C(=O)OC)O)OC(=O)C)CC)OC)C(=O)OC)O.OS(=O)(=O)O. Drug 2: CN1C2=C(C=C(C=C2)N(CCCl)CCCl)N=C1CCCC(=O)O.Cl. Cell line: SK-OV-3. Synergy scores: CSS=1.29, Synergy_ZIP=0.521, Synergy_Bliss=0.342, Synergy_Loewe=0.375, Synergy_HSA=-0.639. (6) Synergy scores: CSS=23.7, Synergy_ZIP=-5.58, Synergy_Bliss=-0.547, Synergy_Loewe=-31.9, Synergy_HSA=3.59. Cell line: UO-31. Drug 2: CC1=C(C(=CC=C1)Cl)NC(=O)C2=CN=C(S2)NC3=CC(=NC(=N3)C)N4CCN(CC4)CCO. Drug 1: CN(C)N=NC1=C(NC=N1)C(=O)N. (7) Drug 1: CC1=C(C=C(C=C1)C(=O)NC2=CC(=CC(=C2)C(F)(F)F)N3C=C(N=C3)C)NC4=NC=CC(=N4)C5=CN=CC=C5. Drug 2: C(CCl)NC(=O)N(CCCl)N=O. Cell line: TK-10. Synergy scores: CSS=-0.533, Synergy_ZIP=-0.906, Synergy_Bliss=-3.32, Synergy_Loewe=-3.33, Synergy_HSA=-3.75. (8) Drug 1: CC12CCC(CC1=CCC3C2CCC4(C3CC=C4C5=CN=CC=C5)C)O. Drug 2: CCC1(CC2CC(C3=C(CCN(C2)C1)C4=CC=CC=C4N3)(C5=C(C=C6C(=C5)C78CCN9C7C(C=CC9)(C(C(C8N6C)(C(=O)OC)O)OC(=O)C)CC)OC)C(=O)OC)O.OS(=O)(=O)O. Cell line: U251. Synergy scores: CSS=44.8, Synergy_ZIP=-1.32, Synergy_Bliss=0.516, Synergy_Loewe=-23.9, Synergy_HSA=1.02.